From a dataset of Merck oncology drug combination screen with 23,052 pairs across 39 cell lines. Regression. Given two drug SMILES strings and cell line genomic features, predict the synergy score measuring deviation from expected non-interaction effect. Drug 1: CN(Cc1cnc2nc(N)nc(N)c2n1)c1ccc(C(=O)NC(CCC(=O)O)C(=O)O)cc1. Drug 2: CC(C)CC(NC(=O)C(Cc1ccccc1)NC(=O)c1cnccn1)B(O)O. Synergy scores: synergy=-15.8. Cell line: UWB1289BRCA1.